This data is from Forward reaction prediction with 1.9M reactions from USPTO patents (1976-2016). The task is: Predict the product of the given reaction. (1) Given the reactants CC1(C)C=C(C)C2C(=CC=C(OS(C(F)(F)F)(=O)=O)C=2)N1.[CH3:22][C:23]1([CH3:53])[CH:32]=[C:31]([CH2:33][S:34][CH2:35][CH2:36][C:37]2C=CC=CC=2)[C:30]2[C:25](=[CH:26][CH:27]=[C:28](C3C=CC=CC=3C(F)(F)F)[CH:29]=2)[NH:24]1.FC(F)(F)C1C=CC=CC=1B(O)O.[C:67]1([CH2:73][CH2:74][SH:75])[CH:72]=CC=CC=1, predict the reaction product. The product is: [CH2:35]([S:34][CH2:33][C:31]1[C:30]2[C:29](=[CH:28][CH:27]=[C:26]([C:67]3[CH:73]=[CH:74][S:75][CH:72]=3)[CH:25]=2)[NH:24][C:23]([CH3:53])([CH3:22])[CH:32]=1)[CH:36]=[CH2:37]. (2) The product is: [NH:21]1[CH2:22][CH2:23][CH:18]([N:15]2[CH2:14][CH2:13][CH:12]([N:3]3[C@@H:4]4[C@H:9]([CH2:8][CH2:7][CH2:6][CH2:5]4)[CH2:10][NH:11][C:2]3=[O:1])[CH2:17][CH2:16]2)[CH2:19][CH2:20]1.[ClH:31]. Given the reactants [O:1]=[C:2]1[NH:11][CH2:10][C@@H:9]2[C@H:4]([CH2:5][CH2:6][CH2:7][CH2:8]2)[N:3]1[CH:12]1[CH2:17][CH2:16][N:15]([CH:18]2[CH2:23][CH2:22][N:21](C(OC(C)(C)C)=O)[CH2:20][CH2:19]2)[CH2:14][CH2:13]1.[ClH:31].O1CCOCC1, predict the reaction product. (3) Given the reactants C1(CCNCC2C=CC([O:12][C:13]3[CH:25]=[CH:24][C:16]4[C:17](=[O:23])[O:18][C:19]([CH3:22])([CH3:21])[O:20][C:15]=4[CH:14]=3)=C(F)C=2)CC1.CC(OC(OC(OC(C)(C)C)=O)=O)(C)C.C(=O)([O-])[O-].[K+].[K+].O, predict the reaction product. The product is: [OH:12][C:13]1[CH:25]=[CH:24][C:16]2[C:17](=[O:23])[O:18][C:19]([CH3:21])([CH3:22])[O:20][C:15]=2[CH:14]=1. (4) Given the reactants [CH2:1]([N:5]([CH2:15][CH2:16][CH2:17][CH3:18])[C:6]1[CH:13]=[CH:12][C:9]([CH:10]=[O:11])=[C:8]([OH:14])[CH:7]=1)[CH2:2][CH2:3][CH3:4].CI.[C:21](=O)([O-])[O-].[K+].[K+].O, predict the reaction product. The product is: [CH2:1]([N:5]([CH2:15][CH2:16][CH2:17][CH3:18])[C:6]1[CH:13]=[CH:12][C:9]([CH:10]=[O:11])=[C:8]([O:14][CH3:21])[CH:7]=1)[CH2:2][CH2:3][CH3:4]. (5) Given the reactants O.[OH-].[Li+].C[O:5][C:6](=[O:37])[CH2:7][C:8]1[C:17]([CH3:18])=[C:16]([C:19]2[CH:24]=[CH:23][C:22]([S:25](=[O:35])(=[O:34])[NH:26][C:27]3[CH:32]=[CH:31][C:30]([F:33])=[CH:29][CH:28]=3)=[CH:21][CH:20]=2)[C:15]2[C:10](=[CH:11][CH:12]=[C:13]([Cl:36])[CH:14]=2)[CH:9]=1.C1COCC1.O, predict the reaction product. The product is: [Cl:36][C:13]1[CH:14]=[C:15]2[C:10](=[CH:11][CH:12]=1)[CH:9]=[C:8]([CH2:7][C:6]([OH:37])=[O:5])[C:17]([CH3:18])=[C:16]2[C:19]1[CH:20]=[CH:21][C:22]([S:25](=[O:34])(=[O:35])[NH:26][C:27]2[CH:32]=[CH:31][C:30]([F:33])=[CH:29][CH:28]=2)=[CH:23][CH:24]=1. (6) Given the reactants [CH3:1][O:2][C:3]1[C:4](=[O:25])[C:5]([CH3:24])=[C:6]([CH2:12][C:13]2[CH:18]=[CH:17][CH:16]=[CH:15][C:14]=2[CH2:19][CH2:20][C:21]([OH:23])=O)[C:7](=[O:11])[C:8]=1[O:9][CH3:10].[NH:26]1[CH2:31][CH2:30][O:29][CH2:28][CH2:27]1, predict the reaction product. The product is: [CH3:1][O:2][C:3]1[C:4](=[O:25])[C:5]([CH3:24])=[C:6]([CH2:12][C:13]2[CH:18]=[CH:17][CH:16]=[CH:15][C:14]=2[CH2:19][CH2:20][C:21]([N:26]2[CH2:31][CH2:30][O:29][CH2:28][CH2:27]2)=[O:23])[C:7](=[O:11])[C:8]=1[O:9][CH3:10]. (7) Given the reactants [CH3:1][C:2]1([CH3:18])[C:6]([CH3:8])([CH3:7])[O:5][B:4]([C:9]2[CH:17]=[C:16]3[C:12](C=NN3)=[CH:11][CH:10]=2)[O:3]1.BrC1C=C2C(=CC=1)[NH:25][C:24](=[O:29])[CH2:23]2, predict the reaction product. The product is: [CH3:18][C:2]1([CH3:1])[C:6]([CH3:7])([CH3:8])[O:5][B:4]([C:9]2[CH:17]=[C:16]3[C:12](=[CH:11][CH:10]=2)[NH:25][C:24](=[O:29])[CH2:23]3)[O:3]1. (8) Given the reactants [OH-].[K+].[NH2:3][C:4]1[S:5][C:6]2[CH:12]=[C:11]([OH:13])[CH:10]=[CH:9][C:7]=2[N:8]=1.[Cl:14][C:15]1[CH:20]=[CH:19][CH:18]=[C:17]([F:21])[C:16]=1[CH2:22]Cl.O, predict the reaction product. The product is: [Cl:14][C:15]1[CH:20]=[CH:19][CH:18]=[C:17]([F:21])[C:16]=1[CH2:22][O:13][C:11]1[CH:10]=[CH:9][C:7]2[N:8]=[C:4]([NH2:3])[S:5][C:6]=2[CH:12]=1.